This data is from Catalyst prediction with 721,799 reactions and 888 catalyst types from USPTO. The task is: Predict which catalyst facilitates the given reaction. (1) Reactant: [N+:1]([C:4]1[CH:9]=[CH:8][C:7]([NH2:10])=[CH:6][C:5]=1[C:11]([F:14])([F:13])[F:12])([O-:3])=[O:2].C(O[CH:18]=[C:19]([C:25]#[N:26])[C:20]([O:22][CH2:23][CH3:24])=[O:21])C.C([O-])([O-])=O.[Cs+].[Cs+].O. Product: [CH2:23]([O:22][C:20](=[O:21])[C:19]([C:25]#[N:26])=[CH:18][NH:10][C:7]1[CH:8]=[CH:9][C:4]([N+:1]([O-:3])=[O:2])=[C:5]([C:11]([F:12])([F:13])[F:14])[CH:6]=1)[CH3:24]. The catalyst class is: 3. (2) Reactant: [CH:1]1([N:6]2[C:11]3[N:12]=[C:13]([NH:16][C:17]4[CH:22]=[CH:21][C:20]([N:23]5[CH2:28][CH2:27][N:26]([CH3:29])[CH2:25][CH2:24]5)=[CH:19][N:18]=4)[N:14]=[CH:15][C:10]=3[C:9]([CH3:30])=[C:8]([C:31]([O:33]CC)=[CH2:32])[C:7]2=[O:36])[CH2:5][CH2:4][CH2:3][CH2:2]1.Cl. Product: [C:31]([C:8]1[C:7](=[O:36])[N:6]([CH:1]2[CH2:5][CH2:4][CH2:3][CH2:2]2)[C:11]2[N:12]=[C:13]([NH:16][C:17]3[CH:22]=[CH:21][C:20]([N:23]4[CH2:24][CH2:25][N:26]([CH3:29])[CH2:27][CH2:28]4)=[CH:19][N:18]=3)[N:14]=[CH:15][C:10]=2[C:9]=1[CH3:30])(=[O:33])[CH3:32]. The catalyst class is: 22. (3) The catalyst class is: 10. Product: [Cl:1][C:2]1[N:3]=[C:4]2[N:8]([C:9]=1[S:10]([NH2:15])(=[O:12])=[O:11])[CH:7]=[CH:6][S:5]2. Reactant: [Cl:1][C:2]1[N:3]=[C:4]2[N:8]([C:9]=1[S:10](Cl)(=[O:12])=[O:11])[CH:7]=[CH:6][S:5]2.[OH-].[NH4+:15]. (4) Reactant: C([O:8][CH2:9][CH:10]=[CH:11][C@H:12]([NH:14][C:15](=[O:20])[C:16]([F:19])([F:18])[F:17])[CH3:13])C1C=CC=CC=1.[H][H].ClCCl. Product: [F:17][C:16]([F:18])([F:19])[C:15]([NH:14][C@H:12]([CH3:13])[CH2:11][CH2:10][CH2:9][OH:8])=[O:20]. The catalyst class is: 586. (5) Reactant: [O:1]=[C:2]([CH2:9][C:10]1[CH:15]=[CH:14][C:13]([O:16][CH2:17][C:18]2[CH:23]=[CH:22][CH:21]=[CH:20][C:19]=2[O:24][C:25]2[CH:30]=[CH:29][CH:28]=[CH:27][CH:26]=2)=[CH:12][CH:11]=1)[CH2:3][C:4](OCC)=[O:5].[Cl-].[OH:32][NH3+:33].[OH-].[Na+].Cl. Product: [OH:32][NH:33][C:4](=[O:5])[CH2:3][C:2](=[O:1])[CH2:9][C:10]1[CH:15]=[CH:14][C:13]([O:16][CH2:17][C:18]2[CH:23]=[CH:22][CH:21]=[CH:20][C:19]=2[O:24][C:25]2[CH:30]=[CH:29][CH:28]=[CH:27][CH:26]=2)=[CH:12][CH:11]=1. The catalyst class is: 12. (6) Reactant: [C:1]([O:4][C:5]1[CH:15]=[CH:14][CH:13]=[CH:12][C:6]=1[C:7]([O:9][CH2:10]Cl)=[O:8])(=[O:3])[CH3:2].[N+:16]([O:19][CH2:20][CH2:21][CH2:22][O:23][C:24]1[CH:32]=[CH:31][C:27]([C:28]([OH:30])=[O:29])=[CH:26][CH:25]=1)([O-:18])=[O:17].CCN(CC)CC. Product: [C:1]([O:4][C:5]1[CH:15]=[CH:14][CH:13]=[CH:12][C:6]=1[C:7]([O:9][CH2:10][O:30][C:28](=[O:29])[C:27]1[CH:26]=[CH:25][C:24]([O:23][CH2:22][CH2:21][CH2:20][O:19][N+:16]([O-:18])=[O:17])=[CH:32][CH:31]=1)=[O:8])(=[O:3])[CH3:2]. The catalyst class is: 18. (7) Reactant: [F:1][C:2]1[C:7]([N+:8]([O-])=O)=[CH:6][CH:5]=[C:4]([F:11])[N:3]=1.[Cl-].[NH4+]. Product: [F:1][C:2]1[C:7]([NH2:8])=[CH:6][CH:5]=[C:4]([F:11])[N:3]=1. The catalyst class is: 190.